This data is from Full USPTO retrosynthesis dataset with 1.9M reactions from patents (1976-2016). The task is: Predict the reactants needed to synthesize the given product. (1) The reactants are: [Cl:1][C:2]1[CH:7]=[CH:6][C:5]([C:8]2[C:9]([C:24]#[C:25][CH2:26][O:27][CH3:28])=[N:10][CH:11]=[C:12]([CH:23]=2)[C:13]([NH:15][C@@H:16]2[CH2:21][CH2:20][CH2:19][CH2:18][C@H:17]2[OH:22])=[O:14])=[CH:4][CH:3]=1. Given the product [Cl:1][C:2]1[CH:3]=[CH:4][C:5]([C:8]2[C:9]([CH2:24][CH2:25][CH2:26][O:27][CH3:28])=[N:10][CH:11]=[C:12]([CH:23]=2)[C:13]([NH:15][C@@H:16]2[CH2:21][CH2:20][CH2:19][CH2:18][C@H:17]2[OH:22])=[O:14])=[CH:6][CH:7]=1, predict the reactants needed to synthesize it. (2) Given the product [Br:1][C:2]1([CH2:3][CH2:4][CH2:5][CH2:6][O:7][C:8](=[O:16])[C:9]2[CH:14]=[CH:13][C:12]([CH3:15])=[CH:11][CH:10]=2)[CH2:17][C:21]1([Br:24])[Br:22], predict the reactants needed to synthesize it. The reactants are: [Br:1][C:2](=[CH2:17])[CH2:3][CH2:4][CH2:5][CH2:6][O:7][C:8](=[O:16])[C:9]1[CH:14]=[CH:13][C:12]([CH3:15])=[CH:11][CH:10]=1.C(Cl)Cl.[CH:21]([Br:24])(Br)[Br:22].[OH-].[K+]. (3) Given the product [CH3:1][C@H:2]1[CH2:7][CH2:6][CH2:5][CH2:4][N:3]1[C:8]1[CH:16]=[CH:15][C:11]([C:12]2[O:14][N:22]=[C:23]([C:25]3[CH:33]=[CH:32][C:28]4[NH:29][CH:30]=[N:31][C:27]=4[CH:26]=3)[N:24]=2)=[CH:10][C:9]=1[C:17]([F:19])([F:18])[F:20], predict the reactants needed to synthesize it. The reactants are: [CH3:1][C@H:2]1[CH2:7][CH2:6][CH2:5][CH2:4][N:3]1[C:8]1[CH:16]=[CH:15][C:11]([C:12]([OH:14])=O)=[CH:10][C:9]=1[C:17]([F:20])([F:19])[F:18].O[N:22]=[C:23]([C:25]1[CH:33]=[CH:32][C:28]2[NH:29][CH:30]=[N:31][C:27]=2[CH:26]=1)[NH2:24]. (4) Given the product [CH:15]1([CH2:18][NH:19][C:2]2[CH:7]=[CH:6][C:5]([NH:8][C:9](=[O:11])[CH3:10])=[CH:4][C:3]=2[N+:12]([O-:14])=[O:13])[CH2:17][CH2:16]1, predict the reactants needed to synthesize it. The reactants are: F[C:2]1[CH:7]=[CH:6][C:5]([NH:8][C:9](=[O:11])[CH3:10])=[CH:4][C:3]=1[N+:12]([O-:14])=[O:13].[CH:15]1([CH2:18][NH2:19])[CH2:17][CH2:16]1.O. (5) Given the product [CH3:11][C:8]1[CH:9]=[CH:10][C:5]([CH2:4][C:3]([OH:34])=[O:2])=[CH:6][C:7]=1[S:12]([N:15]1[CH2:20][CH2:19][C:18]2[N:21]=[C:22]([C:24]3[CH:25]=[CH:26][C:27]([C:30]([F:33])([F:31])[F:32])=[CH:28][CH:29]=3)[S:23][C:17]=2[CH2:16]1)(=[O:14])=[O:13], predict the reactants needed to synthesize it. The reactants are: C[O:2][C:3](=[O:34])[CH2:4][C:5]1[CH:10]=[CH:9][C:8]([CH3:11])=[C:7]([S:12]([N:15]2[CH2:20][CH2:19][C:18]3[N:21]=[C:22]([C:24]4[CH:29]=[CH:28][C:27]([C:30]([F:33])([F:32])[F:31])=[CH:26][CH:25]=4)[S:23][C:17]=3[CH2:16]2)(=[O:14])=[O:13])[CH:6]=1.[Li+].[OH-].Cl. (6) Given the product [NH2:24][C:19]1[CH:20]=[CH:21][CH:22]=[CH:23][C:18]=1[NH:25][C:13](=[O:15])[C:12]1[CH:11]=[CH:10][C:9]([N:8]=[N:7][C:1]2[CH:2]=[CH:3][CH:4]=[CH:5][CH:6]=2)=[CH:17][CH:16]=1, predict the reactants needed to synthesize it. The reactants are: [C:1]1([N:7]=[N:8][C:9]2[CH:17]=[CH:16][C:12]([C:13]([OH:15])=O)=[CH:11][CH:10]=2)[CH:6]=[CH:5][CH:4]=[CH:3][CH:2]=1.[C:18]1([NH2:25])[CH:23]=[CH:22][CH:21]=[CH:20][C:19]=1[NH2:24].